This data is from Reaction yield outcomes from USPTO patents with 853,638 reactions. The task is: Predict the reaction yield, written as a fraction of the theoretical maximum amount of product (1.0 means a 100% yield; for example, 0.34 means a 34% yield). (1) The reactants are [CH3:1][O:2][C:3]1[CH:8]=[CH:7][C:6]([C:9]2[C:17]3[C:12](=[CH:13][CH:14]=[C:15]([NH:18][C:19]([C:21]4[CH:30]=[CH:29][C:24]([C:25]([O:27]C)=[O:26])=[CH:23][CH:22]=4)=[O:20])[CH:16]=3)[NH:11][N:10]=2)=[CH:5][CH:4]=1.COC1C=CC(C2C3C(=CC=C(NC(C4C=CC(C(OC)=O)=CC=4)=O)C=3)N(C3CCCCO3)N=2)=CC=1.C(=O)(O)[O-].[Na+]. The catalyst is O1CCCC1.Cl. The product is [CH3:1][O:2][C:3]1[CH:4]=[CH:5][C:6]([C:9]2[C:17]3[C:12](=[CH:13][CH:14]=[C:15]([NH:18][C:19]([C:21]4[CH:30]=[CH:29][C:24]([C:25]([OH:27])=[O:26])=[CH:23][CH:22]=4)=[O:20])[CH:16]=3)[NH:11][N:10]=2)=[CH:7][CH:8]=1. The yield is 1.00. (2) The reactants are [CH3:1][O:2][C:3](=[O:15])[C:4](=O)[CH2:5][C:6]([C:8]1[S:9][C:10]([Br:13])=[CH:11][CH:12]=1)=O.Cl.[Cl:17][C:18]1[CH:23]=[CH:22][CH:21]=[CH:20][C:19]=1[NH:24][NH2:25]. The catalyst is CO. The product is [CH3:1][O:2][C:3]([C:4]1[CH:5]=[C:6]([C:8]2[S:9][C:10]([Br:13])=[CH:11][CH:12]=2)[N:24]([C:19]2[CH:20]=[CH:21][CH:22]=[CH:23][C:18]=2[Cl:17])[N:25]=1)=[O:15]. The yield is 1.00. (3) The reactants are [NH2:1][C:2]1[C:3]2[N:4]([C:14]([CH3:18])=[C:15]([CH3:17])[N:16]=2)[CH:5]=[C:6]([C:8]([O:10][CH:11]([CH3:13])[CH3:12])=[O:9])[CH:7]=1.[I-].[Na+].C(=O)([O-])[O-].[K+].[K+].Cl[CH:28]1[C:37]2[C:32](=[CH:33][CH:34]=[CH:35][CH:36]=2)[CH2:31][O:30][CH2:29]1. The catalyst is CC(O)C. The product is [CH2:31]1[C:32]2[C:37](=[CH:36][CH:35]=[CH:34][CH:33]=2)[CH:28]([NH:1][C:2]2[C:3]3[N:4]([C:14]([CH3:18])=[C:15]([CH3:17])[N:16]=3)[CH:5]=[C:6]([C:8]([O:10][CH:11]([CH3:13])[CH3:12])=[O:9])[CH:7]=2)[CH2:29][O:30]1. The yield is 0.210. (4) The reactants are [CH3:1][C:2]1[CH:7]=[CH:6][C:5]([OH:8])=[C:4]([C:9]([C:11]2[CH:16]=[CH:15][CH:14]=[CH:13][CH:12]=2)=[CH2:10])[CH:3]=1.[NH:17]1[CH2:22][CH2:21][O:20][CH2:19][CH2:18]1.O1CCOC[CH2:24]1. No catalyst specified. The product is [CH3:1][C:2]1[CH:7]=[CH:6][C:5]([OH:8])=[C:4]([CH:9]([C:11]2[CH:16]=[CH:15][CH:14]=[CH:13][CH:12]=2)[CH2:10][CH2:24][N:17]2[CH2:22][CH2:21][O:20][CH2:19][CH2:18]2)[CH:3]=1. The yield is 0.820. (5) The yield is 0.760. The catalyst is CO. The reactants are [CH3:1][O:2][CH2:3][CH2:4][C:5]1[CH:6]=[C:7]([NH:14]C(=O)OC(C)(C)C)[C:8]2[O:12][CH2:11][O:10][C:9]=2[CH:13]=1.Cl. The product is [CH3:1][O:2][CH2:3][CH2:4][C:5]1[CH:6]=[C:7]([NH2:14])[C:8]2[O:12][CH2:11][O:10][C:9]=2[CH:13]=1. (6) The reactants are Br[C:2]1[C:7](=[O:8])[N:6]([CH2:9][C:10]2[CH:15]=[CH:14][C:13]([C:16]3[C:17]([C:22]#[N:23])=[CH:18][CH:19]=[CH:20][CH:21]=3)=[CH:12][CH:11]=2)[C:5]([CH2:24][CH2:25][CH3:26])=[N:4][C:3]=1[CH2:27][CH3:28].[CH:29]1(B(O)O)[CH2:31][CH2:30]1.P([O-])([O-])([O-])=O.[K+].[K+].[K+].C1(P(C2CCCCC2)C2CCCCC2)CCCCC1. The catalyst is C1(C)C=CC=CC=1.O.C(OCC)(=O)C.C([O-])(=O)C.[Pd+2].C([O-])(=O)C. The product is [CH:29]1([C:2]2[C:7](=[O:8])[N:6]([CH2:9][C:10]3[CH:15]=[CH:14][C:13]([C:16]4[C:17]([C:22]#[N:23])=[CH:18][CH:19]=[CH:20][CH:21]=4)=[CH:12][CH:11]=3)[C:5]([CH2:24][CH2:25][CH3:26])=[N:4][C:3]=2[CH2:27][CH3:28])[CH2:31][CH2:30]1. The yield is 0.870. (7) The reactants are [OH:1][C:2]1[CH:9]=[CH:8][C:5]([C:6]#[N:7])=[C:4]([F:10])[CH:3]=1.C(=O)([O-])[O-].[K+].[K+].[CH2:17](Br)[C:18]1[CH:23]=[CH:22][CH:21]=[CH:20][CH:19]=1.O. The catalyst is CN(C)C=O.C(OCC)(=O)C. The product is [CH2:17]([O:1][C:2]1[CH:9]=[CH:8][C:5]([C:6]#[N:7])=[C:4]([F:10])[CH:3]=1)[C:18]1[CH:23]=[CH:22][CH:21]=[CH:20][CH:19]=1. The yield is 0.920. (8) The reactants are [CH:1]1([N:6]([CH3:33])[S:7]([C:10]2[CH:11]=[CH:12][C:13]([N:16]3[C:20](=[O:21])[C:19]([CH:22]([C:27]4[CH:32]=[CH:31][CH:30]=[CH:29][CH:28]=4)[CH2:23][C:24]([O-:26])=O)=[CH:18][NH:17]3)=[N:14][CH:15]=2)(=[O:9])=[O:8])[CH2:5][CH2:4][CH2:3][CH2:2]1.CCN(C(C)C)C(C)C.[F:43][C:44]([F:48])([F:47])[CH2:45][NH2:46].CN(C(ON1N=NC2C=CC=CC1=2)=[N+](C)C)C.[B-](F)(F)(F)F. The catalyst is C(Cl)Cl. The product is [CH:1]1([N:6]([CH3:33])[S:7]([C:10]2[CH:11]=[CH:12][C:13]([N:16]3[C:20](=[O:21])[C:19]([CH:22]([C:27]4[CH:28]=[CH:29][CH:30]=[CH:31][CH:32]=4)[CH2:23][C:24]([NH:46][CH2:45][C:44]([F:48])([F:47])[F:43])=[O:26])=[CH:18][NH:17]3)=[N:14][CH:15]=2)(=[O:9])=[O:8])[CH2:2][CH2:3][CH2:4][CH2:5]1. The yield is 0.140. (9) The reactants are CNN.[C:4]([O:8][C:9]([N:11]1[CH2:15][CH2:14][C@H:13]([O:16][N:17]2C(=O)C3C(=CC=CC=3)C2=O)[CH2:12]1)=[O:10])([CH3:7])([CH3:6])[CH3:5]. The catalyst is C(Cl)Cl. The product is [C:4]([O:8][C:9]([N:11]1[CH2:15][CH2:14][C@H:13]([O:16][NH2:17])[CH2:12]1)=[O:10])([CH3:7])([CH3:5])[CH3:6]. The yield is 0.990. (10) The reactants are [NH2:1][C:2]1[C:13]([F:14])=[CH:12][C:11]([Cl:15])=[CH:10][C:3]=1[C:4](N(OC)C)=[O:5].[C:16]1([Mg]Br)[CH:21]=[CH:20][CH:19]=[CH:18][CH:17]=1. The catalyst is C(OCC)C. The product is [NH2:1][C:2]1[C:13]([F:14])=[CH:12][C:11]([Cl:15])=[CH:10][C:3]=1[C:4]([C:16]1[CH:21]=[CH:20][CH:19]=[CH:18][CH:17]=1)=[O:5]. The yield is 0.700.